Task: Regression/Classification. Given a drug SMILES string, predict its absorption, distribution, metabolism, or excretion properties. Task type varies by dataset: regression for continuous measurements (e.g., permeability, clearance, half-life) or binary classification for categorical outcomes (e.g., BBB penetration, CYP inhibition). Dataset: hia_hou.. Dataset: Human intestinal absorption (HIA) binary classification data from Hou et al. The compound is O=C1Nc2ccc(Cl)cc2C(c2ccccc2)=N[C@H]1O. The result is 1 (good absorption).